This data is from Full USPTO retrosynthesis dataset with 1.9M reactions from patents (1976-2016). The task is: Predict the reactants needed to synthesize the given product. (1) The reactants are: [Cl:1][C:2]1[CH:3]=[C:4]([CH2:19][C:20]([NH:22][CH2:23][CH2:24][NH:25]C(=O)OC(C)(C)C)=[O:21])[CH:5]=[CH:6][C:7]=1[O:8][CH2:9][C:10]1[CH:15]=[CH:14][C:13]([CH:16]([CH3:18])[CH3:17])=[CH:12][CH:11]=1.Cl. Given the product [NH2:25][CH2:24][CH2:23][NH:22][C:20](=[O:21])[CH2:19][C:4]1[CH:5]=[CH:6][C:7]([O:8][CH2:9][C:10]2[CH:11]=[CH:12][C:13]([CH:16]([CH3:17])[CH3:18])=[CH:14][CH:15]=2)=[C:2]([Cl:1])[CH:3]=1, predict the reactants needed to synthesize it. (2) Given the product [O:11]1[CH2:16][CH2:15][N:14]([CH2:17][CH:18]2[O:22][C:21](=[O:28])[N:20]([N:23]=[CH:9][C:7](=[O:8])[CH:6]=[CH:5][C:4]#[N:1])[CH2:19]2)[CH2:13][CH2:12]1, predict the reactants needed to synthesize it. The reactants are: [N:1]([C:4]1[O:8][C:7]([CH:9]=O)=[CH:6][CH:5]=1)=[N+]=[N-].[O:11]1[CH2:16][CH2:15][N:14]([CH2:17][CH:18]2[O:22][CH-:21][N:20]([NH2:23])[C:19]2=O)[CH2:13][CH2:12]1.Cl.C([OH:28])C. (3) The reactants are: [Br:1][C:2]1[CH:7]=[CH:6][C:5](I)=[CH:4][CH:3]=1.[NH:9]1[CH2:14][CH2:13][CH:12]([O:15][C:16]2[CH:21]=[CH:20][N:19]=[CH:18][CH:17]=2)[CH2:11][CH2:10]1.C1(P(C2C=CC=CC=2)C2C3OC4C(=CC=CC=4P(C4C=CC=CC=4)C4C=CC=CC=4)C(C)(C)C=3C=CC=2)C=CC=CC=1.CC(C)([O-])C.[Na+]. Given the product [Br:1][C:2]1[CH:7]=[CH:6][C:5]([N:19]2[CH2:20][CH2:21][CH:16]([O:15][C:12]3[CH:13]=[CH:14][N:9]=[CH:10][CH:11]=3)[CH2:17][CH2:18]2)=[CH:4][CH:3]=1, predict the reactants needed to synthesize it. (4) Given the product [OH:14][C@H:15]1[O:23][C@H:22]([CH2:24][OH:25])[C@@H:20]([OH:21])[C@H:18]([OH:19])[C@@H:16]1[OH:17], predict the reactants needed to synthesize it. The reactants are: C1(NC2C(=O)C(=O)C=2)C=CC=CC=1.[OH:14][C@H:15]1[O:23][C@H:22]([CH2:24][OH:25])[C@@H:20]([OH:21])[C@H:18]([OH:19])[C@@H:16]1[OH:17].NCCC[Si](OCC)(OCC)OCC. (5) Given the product [Cl:1][C:2]1[C:10]2[C:5](=[CH:6][C:7]([C:11]([NH:13][CH:14]([C:24]3[CH:29]=[CH:28][CH:27]=[CH:26][C:25]=3[Cl:30])[CH2:15][O:16][CH2:17][CH:18]3[CH2:23][CH2:22][N:21]([CH2:43][C:44]([F:47])([F:46])[F:45])[CH2:20][CH2:19]3)=[O:12])=[CH:8][CH:9]=2)[NH:4][CH:3]=1, predict the reactants needed to synthesize it. The reactants are: [Cl:1][C:2]1[C:10]2[C:5](=[CH:6][C:7]([C:11]([NH:13][CH:14]([C:24]3[CH:29]=[CH:28][CH:27]=[CH:26][C:25]=3[Cl:30])[CH2:15][O:16][CH2:17][CH:18]3[CH2:23][CH2:22][NH:21][CH2:20][CH2:19]3)=[O:12])=[CH:8][CH:9]=2)[NH:4][CH:3]=1.C(=O)([O-])[O-].[K+].[K+].FC(F)(F)S(O[CH2:43][C:44]([F:47])([F:46])[F:45])(=O)=O.O. (6) Given the product [Cl:1][C:2]1[S:3][C:4]([Cl:7])=[CH:5][CH:6]=1.[N+:8]([C:6]1[CH:5]=[CH:4][S:3][CH:2]=1)([O-:10])=[O:9], predict the reactants needed to synthesize it. The reactants are: [Cl:1][C:2]1[S:3][C:4]([Cl:7])=[CH:5][CH:6]=1.[N+:8]([O-])([O-:10])=[O:9].[Na+]. (7) Given the product [NH2:31][C:27]1[N:28]=[C:29]([O:1][C:2]2[C:3]([CH3:11])=[CH:4][C:5]([C:6]#[N:7])=[CH:8][C:9]=2[CH3:10])[C:24]2[CH:23]=[CH:22][N:21]([CH2:14][C:15]3[CH:16]=[CH:17][CH:18]=[CH:19][CH:20]=3)[C:25]=2[N:26]=1, predict the reactants needed to synthesize it. The reactants are: [OH:1][C:2]1[C:9]([CH3:10])=[CH:8][C:5]([C:6]#[N:7])=[CH:4][C:3]=1[CH3:11].[H-].[Na+].[CH2:14]([N:21]1[C:25]2[N:26]=[C:27]([NH2:31])[N:28]=[C:29](Cl)[C:24]=2[CH:23]=[CH:22]1)[C:15]1[CH:20]=[CH:19][CH:18]=[CH:17][CH:16]=1. (8) Given the product [F:36][C:34]([F:37])([F:35])[C:32]1[CH:31]=[C:5]([CH:4]=[C:3]([C:2]([F:1])([F:38])[F:39])[CH:33]=1)[CH2:6][N:7]([C:8]1[N:42]=[N:43][NH:44][N:9]=1)[C@@H:10]1[C:19]2[C:14](=[CH:15][CH:16]=[C:17]([C:20]([F:22])([F:23])[F:21])[CH:18]=2)[N:13]([C:24]([O:26][CH2:27][CH3:28])=[O:25])[C@H:12]([CH2:29][CH3:30])[CH2:11]1, predict the reactants needed to synthesize it. The reactants are: [F:1][C:2]([F:39])([F:38])[C:3]1[CH:4]=[C:5]([CH:31]=[C:32]([C:34]([F:37])([F:36])[F:35])[CH:33]=1)[CH2:6][N:7]([C@@H:10]1[C:19]2[C:14](=[CH:15][CH:16]=[C:17]([C:20]([F:23])([F:22])[F:21])[CH:18]=2)[N:13]([C:24]([O:26][CH2:27][CH3:28])=[O:25])[C@H:12]([CH2:29][CH3:30])[CH2:11]1)[C:8]#[N:9].[Cl-].[NH4+].[N-:42]=[N+:43]=[N-:44].[Na+]. (9) Given the product [CH3:17][C:16]1[CH2:15][CH2:14][C@@H:9]([C:10]([O:12][CH3:13])=[O:11])[N:8]=1, predict the reactants needed to synthesize it. The reactants are: C(OC([NH:8][C@@H:9]([CH2:14][CH2:15][C:16](=O)[CH3:17])[C:10]([O:12][CH3:13])=[O:11])=O)(C)(C)C.FC(F)(F)C(O)=O. (10) The reactants are: [O:1]=[C:2]1[N:10](COCC[Si](C)(C)C)[C:5]2=[N:6][CH:7]=[CH:8][CH:9]=[C:4]2[C:3]21[CH2:26][C:25]1[C:20](=[CH:21][CH:22]=[C:23]([C:27]([O:29][CH3:30])=[O:28])[CH:24]=1)[CH2:19]2.C(C(O)=O)(F)(F)F.C(N)CN. Given the product [O:1]=[C:2]1[NH:10][C:5]2=[N:6][CH:7]=[CH:8][CH:9]=[C:4]2[C:3]21[CH2:26][C:25]1[C:20](=[CH:21][CH:22]=[C:23]([C:27]([O:29][CH3:30])=[O:28])[CH:24]=1)[CH2:19]2, predict the reactants needed to synthesize it.